Dataset: Full USPTO retrosynthesis dataset with 1.9M reactions from patents (1976-2016). Task: Predict the reactants needed to synthesize the given product. (1) Given the product [C:1]1([C:7]2[N:11]([CH2:12][CH2:13][CH2:14][CH2:15][NH:16][C:17](=[O:19])[CH3:18])[CH:10]=[N:9][CH:8]=2)[CH:2]=[CH:3][CH:4]=[CH:5][CH:6]=1, predict the reactants needed to synthesize it. The reactants are: [C:1]1([C:7]2[N:11]([CH2:12][CH2:13][CH2:14][CH2:15][NH2:16])[CH:10]=[N:9][CH:8]=2)[CH:6]=[CH:5][CH:4]=[CH:3][CH:2]=1.[C:17](Cl)(=[O:19])[CH3:18].C([O-])(O)=O.[Na+]. (2) Given the product [C:35]([O:34][C:32]([CH2:31][O:3][C:4]1[CH:5]=[C:6]2[C:10](=[CH:11][CH:12]=1)[N:9]([CH2:13][CH2:14][CH2:15][CH2:16][CH3:17])[CH:8]=[C:7]2[C:18]([C:20]1[C:29]2[C:24](=[CH:25][CH:26]=[CH:27][CH:28]=2)[CH:23]=[CH:22][CH:21]=1)=[O:19])=[O:33])([CH3:38])([CH3:37])[CH3:36], predict the reactants needed to synthesize it. The reactants are: [H-].[Na+].[OH:3][C:4]1[CH:5]=[C:6]2[C:10](=[CH:11][CH:12]=1)[N:9]([CH2:13][CH2:14][CH2:15][CH2:16][CH3:17])[CH:8]=[C:7]2[C:18]([C:20]1[C:29]2[C:24](=[CH:25][CH:26]=[CH:27][CH:28]=2)[CH:23]=[CH:22][CH:21]=1)=[O:19].Br[CH2:31][C:32]([O:34][C:35]([CH3:38])([CH3:37])[CH3:36])=[O:33]. (3) Given the product [NH2:1][C:2]1[N:6]([C:7]([C:9]2[CH:14]=[CH:13][C:12]([CH3:15])=[CH:11][CH:10]=2)=[O:8])[N:5]=[C:4]([NH:16][C:17]2[CH:22]=[CH:21][CH:20]=[C:19]([OH:23])[CH:18]=2)[N:3]=1, predict the reactants needed to synthesize it. The reactants are: [NH2:1][C:2]1[N:6]([C:7]([C:9]2[CH:14]=[CH:13][C:12]([CH3:15])=[CH:11][CH:10]=2)=[O:8])[N:5]=[C:4]([NH:16][C:17]2[CH:22]=[CH:21][CH:20]=[C:19]([O:23]CC3C=CC=CC=3)[CH:18]=2)[N:3]=1.C1CCCCC=1.